Dataset: M1 muscarinic receptor antagonist screen with 61,756 compounds. Task: Binary Classification. Given a drug SMILES string, predict its activity (active/inactive) in a high-throughput screening assay against a specified biological target. The molecule is OC(CN1CCC(CC1)Cc1ccccc1)COc1cc(OC)ccc1. The result is 1 (active).